This data is from Peptide-MHC class II binding affinity with 134,281 pairs from IEDB. The task is: Regression. Given a peptide amino acid sequence and an MHC pseudo amino acid sequence, predict their binding affinity value. This is MHC class II binding data. (1) The peptide sequence is FLAVAVVLGLATSPT. The MHC is DRB1_1201 with pseudo-sequence DRB1_1201. The binding affinity (normalized) is 0.543. (2) The peptide sequence is QEIDPLSYNYIPVNSN. The MHC is DRB1_0802 with pseudo-sequence DRB1_0802. The binding affinity (normalized) is 0. (3) The peptide sequence is GSFVRTVSLPVGADE. The MHC is HLA-DQA10501-DQB10301 with pseudo-sequence HLA-DQA10501-DQB10301. The binding affinity (normalized) is 0.364. (4) The peptide sequence is GELHIVDKIDAAFKI. The MHC is DRB1_0404 with pseudo-sequence DRB1_0404. The binding affinity (normalized) is 0.533. (5) The peptide sequence is GGACGYKDVDKPPFS. The MHC is HLA-DQA10102-DQB10502 with pseudo-sequence HLA-DQA10102-DQB10502. The binding affinity (normalized) is 0.229. (6) The peptide sequence is HEALNIALIAVSIIS. The MHC is DRB1_0405 with pseudo-sequence DRB1_0405. The binding affinity (normalized) is 0.642. (7) The peptide sequence is TPGQCNMVVERLGDY. The MHC is DRB1_0301 with pseudo-sequence DRB1_0301. The binding affinity (normalized) is 0.221. (8) The peptide sequence is FHVRGARRSGDVLWD. The MHC is DRB5_0101 with pseudo-sequence DRB5_0101. The binding affinity (normalized) is 0.661. (9) The peptide sequence is AWMSAAAAQAEQAAT. The MHC is DRB3_0101 with pseudo-sequence DRB3_0101. The binding affinity (normalized) is 0.147. (10) The peptide sequence is ISAYTPWAILPSVVGFWI. The MHC is DRB1_1101 with pseudo-sequence DRB1_1101. The binding affinity (normalized) is 0.552.